Predict the reactants needed to synthesize the given product. From a dataset of Full USPTO retrosynthesis dataset with 1.9M reactions from patents (1976-2016). (1) Given the product [Cl:1][C:2]1[CH:7]=[C:6]([Cl:8])[CH:5]=[CH:4][C:3]=1[C:9]1[N:10]=[C:11]([CH2:29][CH3:30])[C:12]([NH:17][C@H:18]2[C:26]3[C:21](=[CH:22][CH:23]=[CH:24][CH:25]=3)[CH2:20][C@@H:19]2[O:27][CH2:28][CH3:32])=[N:13][C:14]=1[CH2:15][CH3:16], predict the reactants needed to synthesize it. The reactants are: [Cl:1][C:2]1[CH:7]=[C:6]([Cl:8])[CH:5]=[CH:4][C:3]=1[C:9]1[N:10]=[C:11]([CH2:29][CH3:30])[C:12]([NH:17][C@H:18]2[C:26]3[C:21](=[CH:22][CH:23]=[CH:24][CH:25]=3)[CH2:20][C@@H:19]2[O:27][CH3:28])=[N:13][C:14]=1[CH2:15][CH3:16].Cl[C:32]1C=C(Cl)C=CC=1C1N=C(CC)C(N[C@H]2C3C(=CC=CC=3)C[C@@H]2O)=NC=1CC.ICC. (2) Given the product [N:1]1[CH:6]=[CH:5][CH:4]=[C:3](/[CH:7]=[CH:8]/[C:9]2[C:17]3[C:12](=[CH:13][C:14]([CH:18]=[O:22])=[CH:15][CH:16]=3)[NH:11][N:10]=2)[CH:2]=1, predict the reactants needed to synthesize it. The reactants are: [N:1]1[CH:6]=[CH:5][CH:4]=[C:3](/[CH:7]=[CH:8]/[C:9]2[C:17]3[C:12](=[CH:13][C:14]([C:18]#N)=[CH:15][CH:16]=3)[NH:11][N:10]=2)[CH:2]=1.CC(O)=[O:22].CN(C=O)C.[PH2]([O-])=O.[Na+]. (3) Given the product [OH:22][N:17]1[C:16](=[O:27])[N:15]2[CH2:21][C@H:18]1[CH2:19][CH2:20][C@H:14]2[C:12]([NH:11][O:10][C@H:9]1[CH2:31][CH2:30][N:7]([C:6]([O:5][C:1]([CH3:4])([CH3:3])[CH3:2])=[O:28])[CH2:8]1)=[O:13], predict the reactants needed to synthesize it. The reactants are: [C:1]([O:5][C:6](=[O:28])[NH:7][CH2:8][CH2:9][O:10][NH:11][C:12]([C@@H:14]1[CH2:20][CH2:19][C@@H:18]2[CH2:21][N:15]1[C:16](=[O:27])[N:17]2[O:22]S(O)(=O)=O)=[O:13])([CH3:4])([CH3:3])[CH3:2].F[C:30](F)(F)[C:31](O)=O. (4) The reactants are: [Cl:1][C:2]1[CH:7]=[CH:6][C:5]([CH2:8][OH:9])=[CH:4][C:3]=1[N+:10]([O-])=O.C([O-])=O.[NH4+].C1(C)C=CC=CC=1. Given the product [NH2:10][C:3]1[CH:4]=[C:5]([CH2:8][OH:9])[CH:6]=[CH:7][C:2]=1[Cl:1], predict the reactants needed to synthesize it. (5) Given the product [O:1]=[C:2]1[CH:11]=[CH:10][C:9]2[C:4](=[CH:5][C:6]([CH:12]3[CH2:13][CH2:14][N:15]([C:18]([O:20][C:21]([CH3:24])([CH3:23])[CH3:22])=[O:19])[CH2:16][CH2:17]3)=[CH:7][CH:8]=2)[O:3]1, predict the reactants needed to synthesize it. The reactants are: [O:1]=[C:2]1[CH:11]=[CH:10][C:9]2[C:4](=[CH:5][C:6]([C:12]3[CH2:17][CH2:16][N:15]([C:18]([O:20][C:21]([CH3:24])([CH3:23])[CH3:22])=[O:19])[CH2:14][CH:13]=3)=[CH:7][CH:8]=2)[O:3]1.